Dataset: NCI-60 drug combinations with 297,098 pairs across 59 cell lines. Task: Regression. Given two drug SMILES strings and cell line genomic features, predict the synergy score measuring deviation from expected non-interaction effect. (1) Drug 1: CCC1=CC2CC(C3=C(CN(C2)C1)C4=CC=CC=C4N3)(C5=C(C=C6C(=C5)C78CCN9C7C(C=CC9)(C(C(C8N6C)(C(=O)OC)O)OC(=O)C)CC)OC)C(=O)OC.C(C(C(=O)O)O)(C(=O)O)O. Drug 2: CN1C2=C(C=C(C=C2)N(CCCl)CCCl)N=C1CCCC(=O)O.Cl. Cell line: SK-MEL-28. Synergy scores: CSS=34.9, Synergy_ZIP=1.83, Synergy_Bliss=7.74, Synergy_Loewe=-22.0, Synergy_HSA=6.75. (2) Drug 1: CS(=O)(=O)C1=CC(=C(C=C1)C(=O)NC2=CC(=C(C=C2)Cl)C3=CC=CC=N3)Cl. Drug 2: CN(C)N=NC1=C(NC=N1)C(=O)N. Cell line: KM12. Synergy scores: CSS=15.5, Synergy_ZIP=-12.8, Synergy_Bliss=-11.0, Synergy_Loewe=-7.04, Synergy_HSA=-6.03. (3) Drug 1: CC=C1C(=O)NC(C(=O)OC2CC(=O)NC(C(=O)NC(CSSCCC=C2)C(=O)N1)C(C)C)C(C)C. Drug 2: CN(CC1=CN=C2C(=N1)C(=NC(=N2)N)N)C3=CC=C(C=C3)C(=O)NC(CCC(=O)O)C(=O)O. Cell line: SF-295. Synergy scores: CSS=22.3, Synergy_ZIP=-3.25, Synergy_Bliss=-3.50, Synergy_Loewe=-10.5, Synergy_HSA=-2.56. (4) Synergy scores: CSS=10.4, Synergy_ZIP=0.780, Synergy_Bliss=2.42, Synergy_Loewe=5.66, Synergy_HSA=3.69. Drug 1: CCC1(CC2CC(C3=C(CCN(C2)C1)C4=CC=CC=C4N3)(C5=C(C=C6C(=C5)C78CCN9C7C(C=CC9)(C(C(C8N6C=O)(C(=O)OC)O)OC(=O)C)CC)OC)C(=O)OC)O.OS(=O)(=O)O. Drug 2: CS(=O)(=O)OCCCCOS(=O)(=O)C. Cell line: SK-MEL-5. (5) Drug 1: CC=C1C(=O)NC(C(=O)OC2CC(=O)NC(C(=O)NC(CSSCCC=C2)C(=O)N1)C(C)C)C(C)C. Drug 2: C1CN1C2=NC(=NC(=N2)N3CC3)N4CC4. Cell line: MALME-3M. Synergy scores: CSS=54.2, Synergy_ZIP=-3.36, Synergy_Bliss=0.584, Synergy_Loewe=-1.86, Synergy_HSA=3.82. (6) Drug 1: C1CCC(C1)C(CC#N)N2C=C(C=N2)C3=C4C=CNC4=NC=N3. Drug 2: C1=NC(=NC(=O)N1C2C(C(C(O2)CO)O)O)N. Cell line: SW-620. Synergy scores: CSS=15.0, Synergy_ZIP=-0.674, Synergy_Bliss=4.45, Synergy_Loewe=-2.01, Synergy_HSA=2.93. (7) Synergy scores: CSS=2.37, Synergy_ZIP=-0.321, Synergy_Bliss=-1.06, Synergy_Loewe=1.31, Synergy_HSA=-3.37. Drug 2: C1CC(=O)NC(=O)C1N2C(=O)C3=CC=CC=C3C2=O. Cell line: HOP-92. Drug 1: CC(C)(C#N)C1=CC(=CC(=C1)CN2C=NC=N2)C(C)(C)C#N.